Dataset: NCI-60 drug combinations with 297,098 pairs across 59 cell lines. Task: Regression. Given two drug SMILES strings and cell line genomic features, predict the synergy score measuring deviation from expected non-interaction effect. (1) Drug 1: CC12CCC(CC1=CCC3C2CCC4(C3CC=C4C5=CN=CC=C5)C)O. Drug 2: C1C(C(OC1N2C=C(C(=O)NC2=O)F)CO)O. Cell line: OVCAR3. Synergy scores: CSS=50.8, Synergy_ZIP=17.8, Synergy_Bliss=18.3, Synergy_Loewe=4.64, Synergy_HSA=18.6. (2) Drug 1: CC1=C(C(=CC=C1)Cl)NC(=O)C2=CN=C(S2)NC3=CC(=NC(=N3)C)N4CCN(CC4)CCO. Drug 2: C1CN(P(=O)(OC1)NCCCl)CCCl. Cell line: UACC-257. Synergy scores: CSS=6.90, Synergy_ZIP=-0.778, Synergy_Bliss=1.13, Synergy_Loewe=-3.41, Synergy_HSA=1.99. (3) Drug 1: C1=CC(=CC=C1CCC2=CNC3=C2C(=O)NC(=N3)N)C(=O)NC(CCC(=O)O)C(=O)O. Drug 2: CC(CN1CC(=O)NC(=O)C1)N2CC(=O)NC(=O)C2. Cell line: HT29. Synergy scores: CSS=52.1, Synergy_ZIP=-6.33, Synergy_Bliss=-1.53, Synergy_Loewe=4.01, Synergy_HSA=6.28. (4) Drug 1: C1=CC(=CC=C1CC(C(=O)O)N)N(CCCl)CCCl.Cl. Drug 2: CC1C(C(CC(O1)OC2CC(OC(C2O)C)OC3=CC4=CC5=C(C(=O)C(C(C5)C(C(=O)C(C(C)O)O)OC)OC6CC(C(C(O6)C)O)OC7CC(C(C(O7)C)O)OC8CC(C(C(O8)C)O)(C)O)C(=C4C(=C3C)O)O)O)O. Cell line: EKVX. Synergy scores: CSS=4.36, Synergy_ZIP=1.13, Synergy_Bliss=2.12, Synergy_Loewe=3.61, Synergy_HSA=0.819. (5) Drug 1: C#CCC(CC1=CN=C2C(=N1)C(=NC(=N2)N)N)C3=CC=C(C=C3)C(=O)NC(CCC(=O)O)C(=O)O. Drug 2: C(CN)CNCCSP(=O)(O)O. Cell line: EKVX. Synergy scores: CSS=-2.61, Synergy_ZIP=0.249, Synergy_Bliss=-3.58, Synergy_Loewe=-10.8, Synergy_HSA=-6.66. (6) Cell line: K-562. Synergy scores: CSS=54.7, Synergy_ZIP=-1.41, Synergy_Bliss=-1.74, Synergy_Loewe=-26.1, Synergy_HSA=0.804. Drug 1: C1=CN(C(=O)N=C1N)C2C(C(C(O2)CO)O)O.Cl. Drug 2: COC1=C2C(=CC3=C1OC=C3)C=CC(=O)O2.